Dataset: Reaction yield outcomes from USPTO patents with 853,638 reactions. Task: Predict the reaction yield, written as a fraction of the theoretical maximum amount of product (1.0 means a 100% yield; for example, 0.34 means a 34% yield). (1) The reactants are Cl.[NH2:2][OH:3].C(N(CC)CC)C.[F:11][C:12]1[CH:17]=[CH:16][CH:15]=[C:14]([F:18])[C:13]=1[N:19]1[C:24]2[N:25]=[C:26]([NH:37][CH2:38][CH2:39][C:40]#[N:41])[N:27]=[C:28]([C:29]3[CH:34]=[CH:33][C:32]([F:35])=[CH:31][C:30]=3[CH3:36])[C:23]=2[CH:22]=[CH:21][C:20]1=[O:42]. The catalyst is CS(C)=O. The product is [F:11][C:12]1[CH:17]=[CH:16][CH:15]=[C:14]([F:18])[C:13]=1[N:19]1[C:24]2[N:25]=[C:26]([NH:37][CH2:38][CH2:39][C:40]([NH:2][OH:3])=[NH:41])[N:27]=[C:28]([C:29]3[CH:34]=[CH:33][C:32]([F:35])=[CH:31][C:30]=3[CH3:36])[C:23]=2[CH:22]=[CH:21][C:20]1=[O:42]. The yield is 0.450. (2) The reactants are [CH3:1][C:2]1[C:3]([CH2:9][N:10]([CH:19]2[CH2:24][CH2:23][NH:22][CH2:21][CH2:20]2)[CH:11]([C:13]2[CH:18]=[CH:17][CH:16]=[CH:15][N:14]=2)[CH3:12])=[N:4][CH:5]=[C:6]([CH3:8])[CH:7]=1.C[Si]([N:29]=[C:30]=[O:31])(C)C. The catalyst is CC(O)C. The product is [CH3:1][C:2]1[C:3]([CH2:9][N:10]([CH:11]([C:13]2[CH:18]=[CH:17][CH:16]=[CH:15][N:14]=2)[CH3:12])[CH:19]2[CH2:20][CH2:21][N:22]([C:30]([NH2:29])=[O:31])[CH2:23][CH2:24]2)=[N:4][CH:5]=[C:6]([CH3:8])[CH:7]=1. The yield is 0.880. (3) The reactants are Br[C:2]1[N:7]=[CH:6][C:5]([CH2:8][N:9]([CH3:11])[CH3:10])=[CH:4][CH:3]=1.C([Li])CCC.[CH2:17]1[O:27][C:20]2([CH2:25][CH2:24][C:23](=[O:26])[CH2:22][CH2:21]2)[O:19][CH2:18]1. The catalyst is C1COCC1.CCOCC. The product is [CH3:10][N:9]([CH2:8][C:5]1[CH:4]=[CH:3][C:2]([C:23]2([OH:26])[CH2:24][CH2:25][C:20]3([O:27][CH2:17][CH2:18][O:19]3)[CH2:21][CH2:22]2)=[N:7][CH:6]=1)[CH3:11]. The yield is 0.540. (4) The reactants are Br[C:2]1[CH:23]=[CH:22][C:5]2[C:6]3[C:10]([CH2:11][CH2:12][O:13][C:4]=2[CH:3]=1)=[CH:9][N:8]([C:14]1[N:18]([CH:19]([CH3:21])[CH3:20])[CH:17]=[N:16][N:15]=1)[N:7]=3. The catalyst is C(#N)C.[Pd]. The product is [CH:19]([N:18]1[CH:17]=[N:16][N:15]=[C:14]1[N:8]1[N:7]=[C:6]2[C:10]([CH2:11][CH2:12][O:13][C:4]3[CH:3]=[CH:2][CH:23]=[CH:22][C:5]=32)=[CH:9]1)([CH3:21])[CH3:20]. The yield is 0.560. (5) The reactants are [Cl:1][C:2]1[CH:7]=[CH:6][N:5]=[C:4]2[N:8]([S:26]([C:29]3[CH:34]=[CH:33][CH:32]=[CH:31][CH:30]=3)(=[O:28])=[O:27])[CH:9]=[C:10]([C:11]3[CH:12]=[C:13]([CH:23]=[CH:24][CH:25]=3)[CH2:14][NH:15]C(=O)OC(C)(C)C)[C:3]=12. The catalyst is Cl.C(OCC)(=O)C. The product is [Cl:1][C:2]1[CH:7]=[CH:6][N:5]=[C:4]2[N:8]([S:26]([C:29]3[CH:34]=[CH:33][CH:32]=[CH:31][CH:30]=3)(=[O:28])=[O:27])[CH:9]=[C:10]([C:11]3[CH:12]=[C:13]([CH2:14][NH2:15])[CH:23]=[CH:24][CH:25]=3)[C:3]=12. The yield is 0.721. (6) The reactants are COC1C=CC(C[N:8]2[C:12]3=[N:13][CH:14]=[CH:15][C:16]([O:17][C:18]4[CH:23]=[CH:22][C:21]([NH:24][C:25]([CH:27]5[CH2:33][CH2:32][CH2:31][CH2:30][N:29]([C:34]6[CH:39]=[CH:38][C:37]([F:40])=[CH:36][CH:35]=6)[C:28]5=[O:41])=[O:26])=[CH:20][C:19]=4[F:42])=[C:11]3[C:10]([NH:43][CH:44]3[CH2:49][CH2:48][N:47]([CH3:50])[CH2:46][CH2:45]3)=[N:9]2)=CC=1. The catalyst is C(O)(C(F)(F)F)=O. The product is [F:42][C:19]1[CH:20]=[C:21]([NH:24][C:25]([CH:27]2[CH2:33][CH2:32][CH2:31][CH2:30][N:29]([C:34]3[CH:35]=[CH:36][C:37]([F:40])=[CH:38][CH:39]=3)[C:28]2=[O:41])=[O:26])[CH:22]=[CH:23][C:18]=1[O:17][C:16]1[CH:15]=[CH:14][N:13]=[C:12]2[NH:8][N:9]=[C:10]([NH:43][CH:44]3[CH2:49][CH2:48][N:47]([CH3:50])[CH2:46][CH2:45]3)[C:11]=12. The yield is 0.300. (7) The reactants are [Cl:1][C:2]1[CH:3]=[C:4]([NH:16][C:17]2[N:22]=[CH:21][N:20]=[C:19]3[NH:23][N:24]=[C:25]([O:26][CH2:27][CH2:28][NH:29][CH2:30][CH2:31][OH:32])[C:18]=23)[CH:5]=[CH:6][C:7]=1[O:8][CH2:9][C:10]1[CH:15]=[CH:14][CH:13]=[CH:12][N:11]=1.[C:33](C1NC=CN=1)(C1NC=CN=1)=[O:34]. The catalyst is CC(N(C)C)=O. The product is [Cl:1][C:2]1[CH:3]=[C:4]([NH:16][C:17]2[N:22]=[CH:21][N:20]=[C:19]3[NH:23][N:24]=[C:25]([O:26][CH2:27][CH2:28][N:29]4[CH2:30][CH2:31][O:32][C:33]4=[O:34])[C:18]=23)[CH:5]=[CH:6][C:7]=1[O:8][CH2:9][C:10]1[CH:15]=[CH:14][CH:13]=[CH:12][N:11]=1. The yield is 0.690. (8) The reactants are [CH3:1][O:2][C:3]1[CH:8]=[C:7]([O:9][CH3:10])[CH:6]=[CH:5][C:4]=1[CH2:11][CH2:12][C:13]1([CH:21]2[CH2:25][CH2:24][CH2:23][CH2:22]2)[O:18][C:17](=[O:19])[CH2:16][C:15](=[O:20])[CH2:14]1.C([O-])(O)=O.[Na+].C(Cl)[Cl:32]. No catalyst specified. The product is [Cl:32][C:6]1[C:7]([O:9][CH3:10])=[CH:8][C:3]([O:2][CH3:1])=[C:4]([CH2:11][CH2:12][C:13]2([CH:21]3[CH2:25][CH2:24][CH2:23][CH2:22]3)[O:18][C:17](=[O:19])[CH2:16][C:15](=[O:20])[CH2:14]2)[CH:5]=1. The yield is 0.440.